Dataset: Forward reaction prediction with 1.9M reactions from USPTO patents (1976-2016). Task: Predict the product of the given reaction. (1) Given the reactants [NH2:1][CH:2]1[N:7]=[C:6](Br)[C:5]([C:9]#[N:10])=[C:4]([CH3:11])[N:3]1[SH:12].[F:13][C:14]1[CH:19]=[CH:18][C:17]([N:20]2[CH2:25][CH2:24][NH:23][CH2:22][CH2:21]2)=[CH:16][CH:15]=1.C(N(C(C)C)C(C)C)C, predict the reaction product. The product is: [NH2:1][CH:2]1[N:7]=[C:6]([N:23]2[CH2:22][CH2:21][N:20]([C:17]3[CH:16]=[CH:15][C:14]([F:13])=[CH:19][CH:18]=3)[CH2:25][CH2:24]2)[C:5]([C:9]#[N:10])=[C:4]([CH3:11])[N:3]1[SH:12]. (2) Given the reactants [NH2:1][C:2]1[N:3]([CH3:31])[C:4](=[O:30])[C:5]([C:20]2[CH:21]=[C:22]([CH:28]=O)[N:23]([CH2:25][CH2:26][F:27])[CH:24]=2)([C:7]2[CH:12]=[CH:11][CH:10]=[C:9]([C:13]3[C:14]([F:19])=[N:15][CH:16]=[CH:17][CH:18]=3)[CH:8]=2)[N:6]=1.[CH2:32]([NH:34][CH2:35][CH3:36])[CH3:33].[BH3-]C#N.[Na+], predict the reaction product. The product is: [NH2:1][C:2]1[N:3]([CH3:31])[C:4](=[O:30])[C:5]([C:20]2[CH:21]=[C:22]([CH2:28][N:34]([CH2:35][CH3:36])[CH2:32][CH3:33])[N:23]([CH2:25][CH2:26][F:27])[CH:24]=2)([C:7]2[CH:12]=[CH:11][CH:10]=[C:9]([C:13]3[C:14]([F:19])=[N:15][CH:16]=[CH:17][CH:18]=3)[CH:8]=2)[N:6]=1. (3) Given the reactants [CH3:1][C:2]([C:7]1[CH:12]=[C:11]([F:13])[C:10]([F:14])=[C:9]([F:15])[CH:8]=1)([CH3:6])[C:3](=[O:5])[CH3:4].CO.[Cl:18]C(Cl)C, predict the reaction product. The product is: [Cl:18][CH2:4][C:3](=[O:5])[C:2]([CH3:1])([C:7]1[CH:8]=[C:9]([F:15])[C:10]([F:14])=[C:11]([F:13])[CH:12]=1)[CH3:6]. (4) Given the reactants [CH2:1]([C:7]1[CH:8]=[C:9]([C:13]2[N:17]([CH3:18])[C:16]([C:19]([N:21]3[CH2:26][CH2:25][CH:24]([N:27]4[CH2:31][CH2:30][CH2:29][CH2:28]4)[CH2:23][CH2:22]3)=[O:20])=[C:15](I)[N:14]=2)[CH:10]=[CH:11][CH:12]=1)[CH2:2][CH2:3][CH2:4][CH2:5][CH3:6].[CH3:33][O:34][C:35]1[N:40]=[CH:39][C:38](B(O)O)=[CH:37][CH:36]=1, predict the reaction product. The product is: [CH2:1]([C:7]1[CH:8]=[C:9]([C:13]2[N:17]([CH3:18])[C:16]([C:19]([N:21]3[CH2:26][CH2:25][CH:24]([N:27]4[CH2:31][CH2:30][CH2:29][CH2:28]4)[CH2:23][CH2:22]3)=[O:20])=[C:15]([C:38]3[CH:39]=[N:40][C:35]([O:34][CH3:33])=[CH:36][CH:37]=3)[N:14]=2)[CH:10]=[CH:11][CH:12]=1)[CH2:2][CH2:3][CH2:4][CH2:5][CH3:6]. (5) The product is: [C:1]([C:4]1[CH:5]=[C:6]([CH:19]=[CH:20][CH:21]=1)[CH2:7][C:8]1[C:9](=[O:18])[N:10]([CH2:23][C:24]2[CH:29]=[CH:28][C:27]([C:30]3[CH:35]=[CH:34][CH:33]=[CH:32][C:31]=3[C:36]3[NH:40][C:39](=[O:46])[O:38][N:37]=3)=[CH:26][CH:25]=2)[C:11]([CH2:15][CH2:16][CH3:17])=[N:12][C:13]=1[CH3:14])(=[O:3])[CH3:2]. Given the reactants [C:1]([C:4]1[CH:5]=[C:6]([CH:19]=[CH:20][CH:21]=1)[CH2:7][C:8]1[C:9](=[O:18])[NH:10][C:11]([CH2:15][CH2:16][CH3:17])=[N:12][C:13]=1[CH3:14])(=[O:3])[CH3:2].Br[CH2:23][C:24]1[CH:29]=[CH:28][C:27]([C:30]2[CH:35]=[CH:34][CH:33]=[CH:32][C:31]=2[C:36]2[N:40]=[C:39](C(Cl)(Cl)Cl)[O:38][N:37]=2)=[CH:26][CH:25]=1.C(=O)([O-])[O-:46].[K+].[K+], predict the reaction product. (6) The product is: [CH3:1][O:2][C:3]1[C:8]([N+:9]([O-:11])=[O:10])=[C:7]([NH:12][C:34]([C:32]2[O:31][N:30]=[C:29]([C:25]([CH3:28])([CH3:27])[CH3:26])[CH:33]=2)=[O:35])[CH:6]=[C:5]([C:13]2[CH:18]=[CH:17][CH:16]=[CH:15][C:14]=2[C:19]([F:22])([F:20])[F:21])[N:4]=1. Given the reactants [CH3:1][O:2][C:3]1[C:8]([N+:9]([O-:11])=[O:10])=[C:7]([NH2:12])[CH:6]=[C:5]([C:13]2[CH:18]=[CH:17][CH:16]=[CH:15][C:14]=2[C:19]([F:22])([F:21])[F:20])[N:4]=1.[H-].[Na+].[C:25]([C:29]1[CH:33]=[C:32]([C:34](O)=[O:35])[O:31][N:30]=1)([CH3:28])([CH3:27])[CH3:26].C(Cl)(=O)C(Cl)=O, predict the reaction product. (7) Given the reactants [CH:1]1[C:6](=[O:7])[C:5]([OH:8])=[CH:4][O:3][C:2]=1[CH2:9][OH:10].CC(C)([O-])C.[K+].[CH3:17][O:18][C:19]1[CH:26]=[CH:25][C:22]([CH2:23]Cl)=[CH:21][CH:20]=1, predict the reaction product. The product is: [OH:10][CH2:9][C:2]1[O:3][CH:4]=[C:5]([O:8][CH2:23][C:22]2[CH:25]=[CH:26][C:19]([O:18][CH3:17])=[CH:20][CH:21]=2)[C:6](=[O:7])[CH:1]=1. (8) Given the reactants [NH2:1][CH:2]([C:7]([O:9][CH3:10])=[O:8])[C:3](OC)=O.C(O[CH:14]=[C:15](C#N)[C:16]#[N:17])C.C([N:22](CC)CC)C.C[O-].[Na+].CO, predict the reaction product. The product is: [NH2:22][C:3]1[C:15]([C:16]#[N:17])=[CH:14][NH:1][C:2]=1[C:7]([O:9][CH3:10])=[O:8]. (9) Given the reactants S(Cl)(Cl)=O.ClC1C=CC=CC=1OC(C)C(O)=O.ClC1C=CC=CC=1OC(C)C(Cl)=O.[CH3:31][O:32][C:33]1[CH:34]=[C:35]2[C:40](=[CH:41][C:42]=1[O:43][CH3:44])[N:39]=[CH:38][N:37]=[C:36]2[O:45][C:46]1[CH:52]=[CH:51][C:49]([NH2:50])=[CH:48][CH:47]=1.[Cl:53][C:54]1[CH:67]=[CH:66][CH:65]=[CH:64][C:55]=1[O:56][CH:57]([CH3:63])[C:58]([N:60]=[C:61]=[S:62])=[O:59], predict the reaction product. The product is: [Cl:53][C:54]1[CH:67]=[CH:66][CH:65]=[CH:64][C:55]=1[O:56][CH:57]([CH3:63])[C:58]([NH:60][C:61]([NH:50][C:49]1[CH:51]=[CH:52][C:46]([O:45][C:36]2[C:35]3[C:40](=[CH:41][C:42]([O:43][CH3:44])=[C:33]([O:32][CH3:31])[CH:34]=3)[N:39]=[CH:38][N:37]=2)=[CH:47][CH:48]=1)=[S:62])=[O:59]. (10) Given the reactants [CH3:1][NH:2][C:3](=O)[CH2:4][O:5][CH2:6][CH2:7][O:8][C:9]1[CH:14]=[CH:13][C:12]([N+:15]([O-:17])=[O:16])=[CH:11][CH:10]=1.B.C1COCC1, predict the reaction product. The product is: [CH3:1][NH:2][CH2:3][CH2:4][O:5][CH2:6][CH2:7][O:8][C:9]1[CH:10]=[CH:11][C:12]([N+:15]([O-:17])=[O:16])=[CH:13][CH:14]=1.